Dataset: Catalyst prediction with 721,799 reactions and 888 catalyst types from USPTO. Task: Predict which catalyst facilitates the given reaction. Reactant: [C:1]([C:5]1[CH:33]=[CH:32][C:8]([C:9]([NH:11][C:12]2[CH:28]=[CH:27][C:26]([N+:29]([O-])=O)=[CH:25][C:13]=2[C:14]([NH:16][C:17]2[CH:22]=[CH:21][C:20]([O:23][CH3:24])=[CH:19][CH:18]=2)=[O:15])=[O:10])=[CH:7][CH:6]=1)([CH3:4])([CH3:3])[CH3:2].C(OCC)(=O)C. The catalyst class is: 29. Product: [C:1]([C:5]1[CH:33]=[CH:32][C:8]([C:9]([NH:11][C:12]2[CH:28]=[CH:27][C:26]([NH2:29])=[CH:25][C:13]=2[C:14]([NH:16][C:17]2[CH:22]=[CH:21][C:20]([O:23][CH3:24])=[CH:19][CH:18]=2)=[O:15])=[O:10])=[CH:7][CH:6]=1)([CH3:4])([CH3:2])[CH3:3].